From a dataset of Full USPTO retrosynthesis dataset with 1.9M reactions from patents (1976-2016). Predict the reactants needed to synthesize the given product. Given the product [NH:9]1[C:4]2[C:5](=[CH:6][CH:1]=[CH:2][CH:3]=2)[CH:7]=[C:8]1[NH2:29], predict the reactants needed to synthesize it. The reactants are: [CH:1]1[CH:2]=[CH:3][C:4]2[NH:9][CH:8]=[C:7](C[C@@H](N)C(O)=O)[C:5]=2[CH:6]=1.O=C1O[C@H]([C@H](CO)O)C([O-])=C1O.C[N:29](C1C=CC2N=C3C(=CC(C=C3)=[N+](C)C)SC=2C=1)C.C1C=C(C(C[C@H](N)C(O)=O)=O)C(NC=O)=CC=1.